This data is from NCI-60 drug combinations with 297,098 pairs across 59 cell lines. The task is: Regression. Given two drug SMILES strings and cell line genomic features, predict the synergy score measuring deviation from expected non-interaction effect. (1) Drug 1: C1CCC(CC1)NC(=O)N(CCCl)N=O. Drug 2: C1C(C(OC1N2C=NC(=NC2=O)N)CO)O. Cell line: OVCAR-8. Synergy scores: CSS=33.8, Synergy_ZIP=-12.0, Synergy_Bliss=1.17, Synergy_Loewe=-6.73, Synergy_HSA=3.28. (2) Drug 1: C1CCC(CC1)NC(=O)N(CCCl)N=O. Drug 2: CN1C(=O)N2C=NC(=C2N=N1)C(=O)N. Cell line: SK-MEL-28. Synergy scores: CSS=19.6, Synergy_ZIP=-3.08, Synergy_Bliss=3.14, Synergy_Loewe=-6.73, Synergy_HSA=0.0173. (3) Drug 1: CC1CCC2CC(C(=CC=CC=CC(CC(C(=O)C(C(C(=CC(C(=O)CC(OC(=O)C3CCCCN3C(=O)C(=O)C1(O2)O)C(C)CC4CCC(C(C4)OC)O)C)C)O)OC)C)C)C)OC. Drug 2: CC1=C(N=C(N=C1N)C(CC(=O)N)NCC(C(=O)N)N)C(=O)NC(C(C2=CN=CN2)OC3C(C(C(C(O3)CO)O)O)OC4C(C(C(C(O4)CO)O)OC(=O)N)O)C(=O)NC(C)C(C(C)C(=O)NC(C(C)O)C(=O)NCCC5=NC(=CS5)C6=NC(=CS6)C(=O)NCCC[S+](C)C)O. Cell line: SF-268. Synergy scores: CSS=22.7, Synergy_ZIP=-9.58, Synergy_Bliss=-3.04, Synergy_Loewe=-0.522, Synergy_HSA=-0.570.